Dataset: Catalyst prediction with 721,799 reactions and 888 catalyst types from USPTO. Task: Predict which catalyst facilitates the given reaction. (1) Reactant: Cl.[S:2]1[CH:6]=[CH:5][CH:4]=[C:3]1[C:7]1[N:11]=[C:10]([CH:12]2[CH2:17][CH2:16][NH2+:15][CH2:14][CH2:13]2)[O:9][N:8]=1.C(N(C(C)C)CC)(C)C.[C:27](OC(=O)C)(=[O:29])[CH3:28]. Product: [S:2]1[CH:6]=[CH:5][CH:4]=[C:3]1[C:7]1[N:11]=[C:10]([CH:12]2[CH2:17][CH2:16][N:15]([C:27](=[O:29])[CH3:28])[CH2:14][CH2:13]2)[O:9][N:8]=1. The catalyst class is: 4. (2) Product: [CH3:1][C:2]1[N:6]([CH2:7][C:8]2[CH:13]=[CH:12][CH:11]=[C:10]([C:14]([F:16])([F:15])[F:17])[C:9]=2[CH3:18])[C:5]2[CH:19]=[C:20]([N:26]3[CH2:27][CH2:28][O:29][CH2:30][CH2:31]3)[CH:21]=[C:22]([C:23]([OH:25])=[O:24])[C:4]=2[N:3]=1.[NH2:39][C:34]([CH2:37][OH:38])([CH2:35][OH:36])[CH2:33][OH:40]. Reactant: [CH3:1][C:2]1[N:6]([CH2:7][C:8]2[CH:13]=[CH:12][CH:11]=[C:10]([C:14]([F:17])([F:16])[F:15])[C:9]=2[CH3:18])[C:5]2[CH:19]=[C:20]([N:26]3[CH2:31][CH2:30][O:29][CH2:28][CH2:27]3)[CH:21]=[C:22]([C:23]([OH:25])=[O:24])[C:4]=2[N:3]=1.O.[CH2:33]([OH:40])[C:34]([NH2:39])([CH2:37][OH:38])[CH2:35][OH:36]. The catalyst class is: 5. (3) Reactant: [NH2:1][C:2]1[CH:3]=[N:4][CH:5]=[CH:6][C:7]=1[N:8]1[CH2:13][C@H:12]([CH3:14])[C@@H:11]([O:15][Si:16]([C:19]([CH3:22])([CH3:21])[CH3:20])([CH3:18])[CH3:17])[C@H:10]([NH:23][C:24](=[O:30])[O:25][C:26]([CH3:29])([CH3:28])[CH3:27])[CH2:9]1.[CH:31]([C:34]1[CH:35]=[C:36]2[S:42][C:41]([NH:43][CH2:44][C:45]3[CH:50]=[CH:49][C:48]([O:51][CH3:52])=[CH:47][CH:46]=3)=[C:40]([C:53](O)=[O:54])[C:37]2=[N:38][CH:39]=1)([CH3:33])[CH3:32].CCN(C(C)C)C(C)C.CN(C(ON1N=NC2C=CC=NC1=2)=[N+](C)C)C.F[P-](F)(F)(F)(F)F. Product: [Si:16]([O:15][C@@H:11]1[C@@H:12]([CH3:14])[CH2:13][N:8]([C:7]2[CH:6]=[CH:5][N:4]=[CH:3][C:2]=2[NH:1][C:53]([C:40]2[C:37]3=[N:38][CH:39]=[C:34]([CH:31]([CH3:33])[CH3:32])[CH:35]=[C:36]3[S:42][C:41]=2[NH:43][CH2:44][C:45]2[CH:46]=[CH:47][C:48]([O:51][CH3:52])=[CH:49][CH:50]=2)=[O:54])[CH2:9][C@H:10]1[NH:23][C:24](=[O:30])[O:25][C:26]([CH3:29])([CH3:28])[CH3:27])([C:19]([CH3:22])([CH3:21])[CH3:20])([CH3:18])[CH3:17]. The catalyst class is: 3.